Dataset: Catalyst prediction with 721,799 reactions and 888 catalyst types from USPTO. Task: Predict which catalyst facilitates the given reaction. (1) Reactant: [CH3:1][C@H:2]([CH:6]=[CH2:7])[C:3](O)=[O:4].[C:8]([O:12][C:13](=[O:32])[NH:14][C@H:15]([C:19]1[CH:24]=[C:23]([C:25]2[C:30]([NH2:31])=[CH:29][CH:28]=[CH:27][N:26]=2)[CH:22]=[CH:21][N:20]=1)[CH2:16][CH:17]=[CH2:18])([CH3:11])([CH3:10])[CH3:9].N1C=CC=CC=1.C(P1(=O)OP(CCC)(=O)OP(CCC)(=O)O1)CC. Product: [C:8]([O:12][C:13](=[O:32])[NH:14][C@H:15]([C:19]1[CH:24]=[C:23]([C:25]2[C:30]([NH:31][C:3](=[O:4])[C@H:2]([CH3:1])[CH:6]=[CH2:7])=[CH:29][CH:28]=[CH:27][N:26]=2)[CH:22]=[CH:21][N:20]=1)[CH2:16][CH:17]=[CH2:18])([CH3:9])([CH3:10])[CH3:11]. The catalyst class is: 25. (2) Reactant: Cl[C:2]1[C:11]([CH3:12])=[C:10]([Cl:13])[C:9]2[C:4](=[CH:5][C:6]([F:15])=[CH:7][C:8]=2[F:14])[N:3]=1.CC1(C)C(C)(C)OB([C:24]2[CH:25]=[CH:26][C:27]([N:30]3[CH2:35][CH2:34][NH:33][CH2:32][CH2:31]3)=[N:28][CH:29]=2)O1.C(=O)([O-])[O-].[K+].[K+]. Product: [Cl:13][C:10]1[C:9]2[C:4](=[CH:5][C:6]([F:15])=[CH:7][C:8]=2[F:14])[N:3]=[C:2]([C:24]2[CH:29]=[N:28][C:27]([N:30]3[CH2:31][CH2:32][NH:33][CH2:34][CH2:35]3)=[CH:26][CH:25]=2)[C:11]=1[CH3:12]. The catalyst class is: 11. (3) Reactant: [CH3:1][O:2][C:3]1[C:8]2[O:9][C:10]3[CH:15]=[CH:14][CH:13]=[CH:12][C:11]=3[C:7]=2[C:6]([C:16](=[S:18])[NH2:17])=[CH:5][CH:4]=1.C(=O)(O)[O-].[Na+].Br[CH2:25][C:26]([C:28]1[N:33]=[C:32]([C:34]([O:36][CH2:37][CH3:38])=[O:35])[CH:31]=[CH:30][CH:29]=1)=O.O. Product: [CH3:1][O:2][C:3]1[C:8]2[O:9][C:10]3[CH:15]=[CH:14][CH:13]=[CH:12][C:11]=3[C:7]=2[C:6]([C:16]2[S:18][CH:25]=[C:26]([C:28]3[N:33]=[C:32]([C:34]([O:36][CH2:37][CH3:38])=[O:35])[CH:31]=[CH:30][CH:29]=3)[N:17]=2)=[CH:5][CH:4]=1. The catalyst class is: 8. (4) Reactant: [CH3:1][C:2]1[C:3]([CH2:15][O:16][C:17]2[CH:22]=[CH:21][C:20]([N:23]3[CH:27]=[CH:26][CH:25]=[N:24]3)=[CH:19][C:18]=2[CH3:28])=[C:4]([N:8]2[C:12](=[O:13])[N:11]([CH3:14])[N:10]=[N:9]2)[CH:5]=[CH:6][CH:7]=1.[Cl:29]N1C(=O)CCC1=O.C(Cl)(Cl)Cl. Product: [CH3:1][C:2]1[C:3]([CH2:15][O:16][C:17]2[CH:22]=[CH:21][C:20]([N:23]3[CH:27]=[C:26]([Cl:29])[CH:25]=[N:24]3)=[CH:19][C:18]=2[CH3:28])=[C:4]([N:8]2[C:12](=[O:13])[N:11]([CH3:14])[N:10]=[N:9]2)[CH:5]=[CH:6][CH:7]=1. The catalyst class is: 6. (5) Reactant: [H-].[Na+].[CH:3]([O:6][C:7]1[CH:8]=[C:9]2[C:13](=[CH:14][CH:15]=1)[C:12](=O)[N:11]([CH2:17][CH:18]([CH3:20])[CH3:19])[CH:10]2[OH:21])([CH3:5])[CH3:4].[OH2:22]. Product: [CH:3]([O:6][C:7]1[CH:8]=[C:9]2[C:13](=[CH:14][CH:15]=1)[CH:12]([CH2:4][C:3]([O:6][CH2:7][CH3:15])=[O:22])[N:11]([CH2:17][CH:18]([CH3:20])[CH3:19])[C:10]2=[O:21])([CH3:5])[CH3:4]. The catalyst class is: 57. (6) Reactant: C[O:2][C:3]([C:5]1[CH:10]=[CH:9][C:8]([O:11][CH2:12][C:13]([F:16])([F:15])[F:14])=[CH:7][N:6]=1)=[O:4].O.[OH-].[Li+]. Product: [F:16][C:13]([F:14])([F:15])[CH2:12][O:11][C:8]1[CH:9]=[CH:10][C:5]([C:3]([OH:4])=[O:2])=[N:6][CH:7]=1. The catalyst class is: 5. (7) Reactant: [CH2:1]([O:3][C:4]1[CH:9]=[CH:8][C:7]([N:10]2[CH2:15][CH2:14][CH:13]([C:16]3[CH:21]=[CH:20][C:19]([C@@H:22]([NH2:24])[CH3:23])=[CH:18][CH:17]=3)[CH2:12][CH2:11]2)=[CH:6][CH:5]=1)[CH3:2].C1N=C[N:27]([C:30](N2C=NC=C2)=[O:31])[CH:26]=1.CN. Product: [CH2:1]([O:3][C:4]1[CH:5]=[CH:6][C:7]([N:10]2[CH2:11][CH2:12][CH:13]([C:16]3[CH:17]=[CH:18][C:19]([C@@H:22]([NH:24][C:30]([NH:27][CH3:26])=[O:31])[CH3:23])=[CH:20][CH:21]=3)[CH2:14][CH2:15]2)=[CH:8][CH:9]=1)[CH3:2]. The catalyst class is: 3.